Dataset: Full USPTO retrosynthesis dataset with 1.9M reactions from patents (1976-2016). Task: Predict the reactants needed to synthesize the given product. (1) Given the product [CH2:15]([Sn:5]([Cl:11])([CH2:1][CH2:2][CH2:3][CH3:4])[CH2:6][CH2:7][CH2:8][CH3:9])[C:16]1[CH:21]=[CH:20][CH:19]=[CH:18][CH:17]=1, predict the reactants needed to synthesize it. The reactants are: [CH2:1]([Sn:5]([Cl:11])(Cl)[CH2:6][CH2:7][CH2:8][CH3:9])[CH2:2][CH2:3][CH3:4].O.[NH4+].[Cl-].[CH2:15](Br)[C:16]1[CH:21]=[CH:20][CH:19]=[CH:18][CH:17]=1. (2) Given the product [NH2:8][C:9]1[C:14]([C:15]([OH:17])=[O:16])=[C:13]([Cl:18])[N:12]=[C:11]([Cl:19])[C:10]=1[C:20]([OH:22])=[O:21], predict the reactants needed to synthesize it. The reactants are: FC(F)(F)C(O)=O.[NH2:8][C:9]1[C:14]([C:15]([OH:17])=[O:16])=[C:13]([Cl:18])[N:12]=[C:11]([Cl:19])[C:10]=1[C:20]([O:22]C(C)(C)C)=[O:21]. (3) Given the product [C:19]([O:18][C:16](=[O:17])[NH:10][C@@H:8]([C:5]1[CH:6]=[CH:7][C:2]([Br:1])=[CH:3][CH:4]=1)[CH3:9])([CH3:22])([CH3:21])[CH3:20], predict the reactants needed to synthesize it. The reactants are: [Br:1][C:2]1[CH:7]=[CH:6][C:5]([C@H:8]([NH2:10])[CH3:9])=[CH:4][CH:3]=1.C(=O)([O-])O.[Na+].[C:16](O[C:16]([O:18][C:19]([CH3:22])([CH3:21])[CH3:20])=[O:17])([O:18][C:19]([CH3:22])([CH3:21])[CH3:20])=[O:17]. (4) The reactants are: S(=O)(=O)(O)O.[NH2:6][C:7]1[C:8]([CH3:16])=[C:9]([CH:13]=[CH:14][CH:15]=1)[C:10]([OH:12])=[O:11].[I-].[Na+].[OH-].[Na+].[CH2:21](O)[CH:22](O)[CH2:23]O. Given the product [CH3:16][C:8]1[C:9]([C:10]([OH:12])=[O:11])=[CH:13][CH:14]=[C:15]2[C:7]=1[N:6]=[CH:23][CH:22]=[CH:21]2, predict the reactants needed to synthesize it. (5) Given the product [CH3:1][S:2]([C:5]1[CH:6]=[CH:7][C:8]([C:11]2[N:16]=[CH:15][C:14]([CH2:17][N:18]([CH2:32][CH2:33][CH3:34])[CH:19]3[CH2:24][CH2:23][NH:22][CH2:21][CH2:20]3)=[CH:13][CH:12]=2)=[CH:9][CH:10]=1)(=[O:3])=[O:4], predict the reactants needed to synthesize it. The reactants are: [CH3:1][S:2]([C:5]1[CH:10]=[CH:9][C:8]([C:11]2[N:16]=[CH:15][C:14]([CH2:17][N:18]([CH2:32][CH2:33][CH3:34])[CH:19]3[CH2:24][CH2:23][N:22](C(OC(C)(C)C)=O)[CH2:21][CH2:20]3)=[CH:13][CH:12]=2)=[CH:7][CH:6]=1)(=[O:4])=[O:3].C(O)(C(F)(F)F)=O. (6) Given the product [CH3:39][C:34]([N:40]1[CH2:48][C:47]2[C:42](=[CH:43][C:44]([C:49]3[CH:50]=[CH:51][C:52]([NH:55][C:56](=[O:68])[C:57]4[CH:62]=[CH:61][C:60]([O:63][C:64]([F:67])([F:65])[F:66])=[CH:59][CH:58]=4)=[CH:53][CH:54]=3)=[CH:45][CH:46]=2)[C:41]1=[O:69])([CH3:33])[C:35]([OH:37])=[O:36], predict the reactants needed to synthesize it. The reactants are: C(NC1C=CC(C2C=C3C(CN([C@@H](C(C)C)C(O)=O)C3=O)=CC=2)=CC=1)(=O)C1C=CC=CC=1.[CH3:33][C:34]([N:40]1[CH2:48][C:47]2[C:42](=[CH:43][C:44]([C:49]3[CH:54]=[CH:53][C:52]([NH:55][C:56](=[O:68])[C:57]4[CH:62]=[CH:61][C:60]([O:63][C:64]([F:67])([F:66])[F:65])=[CH:59][CH:58]=4)=[CH:51][CH:50]=3)=[CH:45][CH:46]=2)[C:41]1=[O:69])([CH3:39])[C:35]([O:37]C)=[O:36].